Dataset: Peptide-MHC class II binding affinity with 134,281 pairs from IEDB. Task: Regression. Given a peptide amino acid sequence and an MHC pseudo amino acid sequence, predict their binding affinity value. This is MHC class II binding data. (1) The peptide sequence is KDKWIELKESWGAIW. The MHC is HLA-DQA10104-DQB10503 with pseudo-sequence HLA-DQA10104-DQB10503. The binding affinity (normalized) is 0.126. (2) The peptide sequence is RQKIIYSGAVNLDDE. The MHC is DRB1_0405 with pseudo-sequence DRB1_0405. The binding affinity (normalized) is 0.891. (3) The peptide sequence is RFFLPIFSEFVLLAT. The MHC is DRB1_0405 with pseudo-sequence DRB1_0405. The binding affinity (normalized) is 0.722. (4) The peptide sequence is KGSNPNYLALLVKFV. The MHC is HLA-DPA10201-DPB10101 with pseudo-sequence HLA-DPA10201-DPB10101. The binding affinity (normalized) is 0.426.